This data is from Reaction yield outcomes from USPTO patents with 853,638 reactions. The task is: Predict the reaction yield, written as a fraction of the theoretical maximum amount of product (1.0 means a 100% yield; for example, 0.34 means a 34% yield). (1) The reactants are [CH3:1][O:2][CH2:3][CH2:4][O:5][P:6]([CH2:13][C:14]1[CH:19]=[CH:18][C:17]([N+:20]([O-])=O)=[CH:16][CH:15]=1)(=[O:12])[O:7][CH2:8][CH2:9][O:10][CH3:11].[H][H]. The catalyst is CCO.[Pd]. The product is [CH3:11][O:10][CH2:9][CH2:8][O:7][P:6]([CH2:13][C:14]1[CH:19]=[CH:18][C:17]([NH2:20])=[CH:16][CH:15]=1)(=[O:12])[O:5][CH2:4][CH2:3][O:2][CH3:1]. The yield is 0.970. (2) The reactants are C[O:2][C:3]([C:5]1[C:9]([NH:10][C:11](=[O:22])[CH2:12][CH2:13][CH2:14][CH2:15][C:16]2[CH:21]=[CH:20][CH:19]=[CH:18][CH:17]=2)=[CH:8][S:7][CH:6]=1)=[O:4].[Li+].[OH-].Cl. The catalyst is O1CCCC1.CO. The product is [C:16]1([CH2:15][CH2:14][CH2:13][CH2:12][C:11]([NH:10][C:9]2[C:5]([C:3]([OH:4])=[O:2])=[CH:6][S:7][CH:8]=2)=[O:22])[CH:17]=[CH:18][CH:19]=[CH:20][CH:21]=1. The yield is 0.420. (3) The reactants are [C:1]1([S:7]([N:10]2[C:18]3[C:13](=[C:14]([CH:19]=[CH2:20])[CH:15]=[CH:16][CH:17]=3)[CH:12]=[CH:11]2)(=[O:9])=[O:8])[CH:6]=[CH:5][CH:4]=[CH:3][CH:2]=1.[Li+].[CH3:22]C([N-]C(C)C)C.IC. The catalyst is CO. The product is [CH3:22][C:11]1[N:10]([S:7]([C:1]2[CH:2]=[CH:3][CH:4]=[CH:5][CH:6]=2)(=[O:9])=[O:8])[C:18]2[C:13]([CH:12]=1)=[C:14]([CH:19]=[CH2:20])[CH:15]=[CH:16][CH:17]=2. The yield is 0.300. (4) The reactants are O.O.Cl[Sn]Cl.[CH3:6][O:7][C:8]1[CH:13]=[CH:12][C:11]([N+:14]([O-])=O)=[CH:10][C:9]=1[C:17]1[N:21]([CH3:22])[N:20]=[C:19]([C:23]([F:26])([F:25])[F:24])[CH:18]=1. The catalyst is CCO. The product is [CH3:6][O:7][C:8]1[CH:13]=[CH:12][C:11]([NH2:14])=[CH:10][C:9]=1[C:17]1[N:21]([CH3:22])[N:20]=[C:19]([C:23]([F:26])([F:24])[F:25])[CH:18]=1. The yield is 0.970. (5) The reactants are [NH2:1][C:2]1[CH:7]=[C:6]([Cl:8])[CH:5]=[CH:4][C:3]=1[SH:9].[CH3:10][N:11]([CH3:16])[C:12](=[O:15])[CH:13]=[CH2:14].CC(O)=O. The catalyst is C(Cl)Cl. The product is [NH2:1][C:2]1[CH:7]=[C:6]([Cl:8])[CH:5]=[CH:4][C:3]=1[S:9][CH2:14][CH2:13][C:12]([N:11]([CH3:16])[CH3:10])=[O:15]. The yield is 0.830. (6) The reactants are [C:1]([OH:7])(=[O:6])[CH2:2][C:3]([OH:5])=[O:4].[Cl:8][C:9]1[CH:14]=[C:13]([Cl:15])[CH:12]=[C:11]([Cl:16])[C:10]=1O.P(Cl)(Cl)(Cl)=O. No catalyst specified. The product is [Cl:8][C:9]1[CH:14]=[C:13]([Cl:15])[CH:12]=[C:11]([Cl:16])[C:10]=1[O:4][C:3](=[O:5])[CH2:2][C:1]([O:7][C:10]1[C:9]([Cl:8])=[CH:14][C:13]([Cl:15])=[CH:12][C:11]=1[Cl:16])=[O:6]. The yield is 0.950. (7) The yield is 0.850. The reactants are [C:1]1(=[O:11])[C:9]2[C:4](=[CH:5][CH:6]=[CH:7][CH:8]=2)[C:3](=[O:10])O1.[NH2:12][CH2:13][CH2:14][CH2:15][CH2:16][OH:17]. The product is [OH:17][CH2:16][CH2:15][CH2:14][CH2:13][N:12]1[C:3](=[O:10])[C:4]2[C:9](=[CH:8][CH:7]=[CH:6][CH:5]=2)[C:1]1=[O:11]. The catalyst is C1(C)C=CC=CC=1. (8) The reactants are OO.NC(N)=[O:5].C1(=O)OC(=O)C2=CC=CC=C12.[Cl:18][C:19]1[CH:24]=[CH:23][C:22]([O:25][C:26](=[O:44])[N:27]([C@H:29]2[CH2:34][CH2:33][C@H:32]([O:35][CH2:36][CH2:37][CH2:38][CH2:39][CH2:40][N:41]([CH3:43])[CH3:42])[CH2:31][CH2:30]2)[CH3:28])=[CH:21][CH:20]=1.C([O-])([O-])=O.[K+].[K+]. The catalyst is C(Cl)Cl. The product is [Cl:18][C:19]1[CH:20]=[CH:21][C:22]([O:25][C:26](=[O:44])[N+:27]([O-:5])([C@H:29]2[CH2:34][CH2:33][C@H:32]([O:35][CH2:36][CH2:37][CH2:38][CH2:39][CH2:40][N:41]([CH3:42])[CH3:43])[CH2:31][CH2:30]2)[CH3:28])=[CH:23][CH:24]=1. The yield is 0.630. (9) The reactants are S(O)(O)(=O)=O.[C:6](=[NH:10])([O:8][CH3:9])[NH2:7].C[O-].[Na+].[C:14]([C:16]1[CH:21]=[CH:20][CH:19]=[CH:18][C:17]=1[C:22]1[CH:27]=[CH:26][C:25]([CH2:28][CH:29]([C:34](=O)[CH2:35][CH2:36][CH2:37][CH3:38])[C:30](OC)=[O:31])=[CH:24][CH:23]=1)#[N:15]. The catalyst is CO. The product is [CH2:35]([C:34]1[N:10]=[C:6]([O:8][CH3:9])[NH:7][C:30](=[O:31])[C:29]=1[CH2:28][C:25]1[CH:24]=[CH:23][C:22]([C:17]2[C:16]([C:14]#[N:15])=[CH:21][CH:20]=[CH:19][CH:18]=2)=[CH:27][CH:26]=1)[CH2:36][CH2:37][CH3:38]. The yield is 0.370. (10) The reactants are [C:1]([C:5]1[CH:10]=[C:9]([C:11]2[N:12]=[C:13]([CH2:16][N:17]([CH3:27])C3C=CC(N(C)C)=CC=3)[S:14][CH:15]=2)[CH:8]=[C:7]([C:28]([CH3:31])([CH3:30])[CH3:29])[C:6]=1[OH:32])([CH3:4])([CH3:3])[CH3:2].[N+:33]([C:36]1[CH:43]=[CH:42][C:39](C=O)=[CH:38][CH:37]=1)([O-:35])=[O:34].CO.[BH4-].[Na+]. The catalyst is O. The product is [C:1]([C:5]1[CH:10]=[C:9]([C:11]2[N:12]=[C:13]([CH2:16][NH:17][CH2:27][C:39]3[CH:42]=[CH:43][C:36]([N+:33]([O-:35])=[O:34])=[CH:37][CH:38]=3)[S:14][CH:15]=2)[CH:8]=[C:7]([C:28]([CH3:31])([CH3:30])[CH3:29])[C:6]=1[OH:32])([CH3:3])([CH3:4])[CH3:2]. The yield is 0.550.